This data is from Reaction yield outcomes from USPTO patents with 853,638 reactions. The task is: Predict the reaction yield, written as a fraction of the theoretical maximum amount of product (1.0 means a 100% yield; for example, 0.34 means a 34% yield). (1) The reactants are C[N:2](/[CH:4]=[C:5]1\[CH2:6][CH2:7][C:8]2[C:9]([C:18]([O:20][CH2:21][CH3:22])=[O:19])=[N:10][N:11]([CH2:15][CH2:16][OH:17])[C:12]=2[C:13]\1=O)[CH3:3].[C:23]([O-:26])(=O)C.[K+].S(O)(O)(=O)=O.C[NH:34]C(=N)O. The catalyst is CN(C=O)C.C(OCC)(=O)C. The product is [OH:17][CH2:16][CH2:15][N:11]1[C:12]2[C:13]3[N:34]=[C:3]([O:26][CH3:23])[N:2]=[CH:4][C:5]=3[CH2:6][CH2:7][C:8]=2[C:9]([C:18]([O:20][CH2:21][CH3:22])=[O:19])=[N:10]1. The yield is 0.100. (2) The reactants are C([N:5]1[C:9]([C:10]2[CH:15]=[CH:14]N=CC=2)=[C:8]([C:16](OCC)=O)[CH:7]=[N:6]1)C(C)C.[CH2:21]([O:23][C:24](=[O:34])[CH2:25][C:26](=O)[CH:27]1[CH2:32][CH2:31][O:30][CH2:29][CH2:28]1)[CH3:22].Cl.C1(NN)CCCCC1. The catalyst is O. The product is [CH:9]1([N:5]2[C:26]([CH:27]3[CH2:32][CH2:31][O:30][CH2:29][CH2:28]3)=[C:25]([C:24]([O:23][CH2:21][CH3:22])=[O:34])[CH:7]=[N:6]2)[CH2:8][CH2:16][CH2:14][CH2:15][CH2:10]1. The yield is 0.710.